This data is from Peptide-MHC class I binding affinity with 185,985 pairs from IEDB/IMGT. The task is: Regression. Given a peptide amino acid sequence and an MHC pseudo amino acid sequence, predict their binding affinity value. This is MHC class I binding data. (1) The peptide sequence is MASSPTSI. The MHC is HLA-B58:01 with pseudo-sequence HLA-B58:01. The binding affinity (normalized) is 0.363. (2) The peptide sequence is ASNKPISNR. The binding affinity (normalized) is 0.925. The MHC is HLA-A03:01 with pseudo-sequence HLA-A03:01. (3) The peptide sequence is WMYNIQPYL. The MHC is HLA-C12:03 with pseudo-sequence HLA-C12:03. The binding affinity (normalized) is 0.435.